This data is from Forward reaction prediction with 1.9M reactions from USPTO patents (1976-2016). The task is: Predict the product of the given reaction. Given the reactants Br[C:2]1[N:3]=[C:4]([C:9]2[N:10]([CH2:18][CH3:19])[C:11]3[CH:16]=[CH:15][N:14]=[CH:13][C:12]=3[N:17]=2)[C:5]([NH2:8])=[N:6][CH:7]=1.[C:20]1(B(O)O)[CH:25]=[CH:24][CH:23]=[CH:22][CH:21]=1.C(=O)([O-])[O-].[K+].[K+].C(#N)C, predict the reaction product. The product is: [CH2:18]([N:10]1[C:11]2[CH:16]=[CH:15][N:14]=[CH:13][C:12]=2[N:17]=[C:9]1[C:4]1[C:5]([NH2:8])=[N:6][CH:7]=[C:2]([C:20]2[CH:25]=[CH:24][CH:23]=[CH:22][CH:21]=2)[N:3]=1)[CH3:19].